Dataset: Full USPTO retrosynthesis dataset with 1.9M reactions from patents (1976-2016). Task: Predict the reactants needed to synthesize the given product. (1) Given the product [Cl:17][C:16]1[C:11]([C:8]2[CH:9]=[C:10]3[C:5](=[C:6]([O:18][C:19]4[CH:24]=[CH:23][C:22]([S:25]([CH3:28])(=[O:27])=[O:26])=[CH:21][CH:20]=4)[CH:7]=2)[N:4]([CH3:29])[N:3]=[C:2]3[NH:45][C:42]2[CH:43]=[CH:44][N:40]([CH2:39][CH2:38][OH:37])[N:41]=2)=[N:12][CH:13]=[CH:14][CH:15]=1, predict the reactants needed to synthesize it. The reactants are: Br[C:2]1[C:10]2[C:5](=[C:6]([O:18][C:19]3[CH:24]=[CH:23][C:22]([S:25]([CH3:28])(=[O:27])=[O:26])=[CH:21][CH:20]=3)[CH:7]=[C:8]([C:11]3[C:16]([Cl:17])=[CH:15][CH:14]=[CH:13][N:12]=3)[CH:9]=2)[N:4]([CH3:29])[N:3]=1.[Si]([O:37][CH2:38][CH2:39][N:40]1[CH:44]=[CH:43][C:42]([NH2:45])=[N:41]1)(C(C)(C)C)(C)C. (2) Given the product [Cl:1][C:2]1[CH:46]=[CH:45][C:5]([C:6]2[C:11]([C:12]3[CH:21]=[CH:20][C:19]4[C:14](=[CH:15][CH:16]=[C:17]([C:22]5[N:26]([CH:27]6[CH2:32][CH2:31][CH2:30][CH2:29][CH2:28]6)[C:25]6[CH:33]=[CH:34][C:35]([C:37]([OH:39])=[O:38])=[CH:36][C:24]=6[N:23]=5)[CH:18]=4)[N:13]=3)=[CH:10][C:9]([O:40][CH2:41][CH2:42][CH2:58][N:57]3[CH2:61][CH2:50][CH2:49][CH2:48]3)=[CH:8][CH:7]=2)=[CH:4][CH:3]=1, predict the reactants needed to synthesize it. The reactants are: [Cl:1][C:2]1[CH:46]=[CH:45][C:5]([C:6]2[C:11]([C:12]3[CH:21]=[CH:20][C:19]4[C:14](=[CH:15][CH:16]=[C:17]([C:22]5[N:26]([CH:27]6[CH2:32][CH2:31][CH2:30][CH2:29][CH2:28]6)[C:25]6[CH:33]=[CH:34][C:35]([C:37]([OH:39])=[O:38])=[CH:36][C:24]=6[N:23]=5)[CH:18]=4)[N:13]=3)=[CH:10][C:9]([O:40][CH2:41][CH2:42]OC)=[CH:8][CH:7]=2)=[CH:4][CH:3]=1.Br[CH2:48][CH2:49][CH2:50]Br.BrCCOC.[NH:57]1[CH2:61]CC[CH2:58]1. (3) The reactants are: C(OC(=O)[NH:10][C@H:11]1[CH2:16][CH2:15][C@@H:14]([NH:17][C:18]([O:20][C:21]([CH3:24])([CH3:23])[CH3:22])=[O:19])[CH2:13][CH2:12]1)C1C=CC=CC=1. Given the product [C:21]([O:20][C:18](=[O:19])[NH:17][C@H:14]1[CH2:13][CH2:12][C@@H:11]([NH2:10])[CH2:16][CH2:15]1)([CH3:24])([CH3:22])[CH3:23], predict the reactants needed to synthesize it. (4) Given the product [CH3:1][O:2][C:3]1[CH:8]=[CH:7][C:6]([NH2:9])=[C:5]([CH3:16])[C:4]=1[C:17]([F:18])([F:20])[F:19], predict the reactants needed to synthesize it. The reactants are: [CH3:1][O:2][C:3]1[CH:8]=[CH:7][C:6]([NH:9]C(=O)C(C)(C)C)=[C:5]([CH3:16])[C:4]=1[C:17]([F:20])([F:19])[F:18].[OH-].[K+].[OH-].[Na+]. (5) Given the product [F:8][B-:9]([F:12])([F:11])[F:10].[F:1][C@@H:2]1[C:3]2=[N:25][N+:24]([C:23]3[C:18]([F:17])=[C:19]([F:29])[C:20]([F:28])=[C:21]([F:27])[C:22]=3[F:26])=[CH:13][N:4]2[CH2:5][CH2:6]1, predict the reactants needed to synthesize it. The reactants are: [F:1][C@@H:2]1[CH2:6][CH2:5][NH:4][C:3]1=O.[F:8][B-:9]([F:12])([F:11])[F:10].[CH3:13][O+](C)C.[F:17][C:18]1[C:23]([NH:24][NH2:25])=[C:22]([F:26])[C:21]([F:27])=[C:20]([F:28])[C:19]=1[F:29]. (6) Given the product [N:1]1[CH:6]=[CH:5][C:4]([NH:7][C:15](=[O:16])[O:17][CH2:18][C:19]([Cl:22])([Cl:21])[Cl:20])=[N:3][CH:2]=1, predict the reactants needed to synthesize it. The reactants are: [N:1]1[CH:6]=[CH:5][C:4]([NH2:7])=[N:3][CH:2]=1.N1C=CC=CC=1.Cl[C:15]([O:17][CH2:18][C:19]([Cl:22])([Cl:21])[Cl:20])=[O:16].